This data is from Forward reaction prediction with 1.9M reactions from USPTO patents (1976-2016). The task is: Predict the product of the given reaction. (1) Given the reactants [OH:1][C:2]1[C:3]([CH3:16])=[C:4]([C:8]([C:10]2[CH:15]=[CH:14][CH:13]=[CH:12][CH:11]=2)=O)[CH:5]=[CH:6][CH:7]=1.C([SiH](CC)CC)C.C(O)(C(F)(F)F)=O.[NH4+].[Cl-], predict the reaction product. The product is: [CH2:8]([C:4]1[C:3]([CH3:16])=[C:2]([OH:1])[CH:7]=[CH:6][CH:5]=1)[C:10]1[CH:11]=[CH:12][CH:13]=[CH:14][CH:15]=1. (2) Given the reactants CO[CH2:3][O:4][CH2:5][C@@H:6]1[C@@H:11]2[CH2:12][CH2:13][C@@H:8]([C@H:9]([O:14][C:15]3[CH:20]=[CH:19][C:18]([C:21]([F:24])([F:23])[F:22])=[CH:17][N:16]=3)[CH2:10]2)[N:7]1[C:25]([O:27][C:28]([CH3:31])([CH3:30])[CH3:29])=[O:26].O[C@H]1[C@@H]2CC[C@@H]([C@@H](COC)N2C(OC(C)(C)C)=O)C1, predict the reaction product. The product is: [CH3:3][O:4][CH2:5][C@@H:6]1[C@@H:11]2[CH2:12][CH2:13][C@@H:8]([C@H:9]([O:14][C:15]3[CH:20]=[CH:19][C:18]([C:21]([F:24])([F:23])[F:22])=[CH:17][N:16]=3)[CH2:10]2)[N:7]1[C:25]([O:27][C:28]([CH3:31])([CH3:30])[CH3:29])=[O:26]. (3) Given the reactants [C:1]1([NH:7][C:8]2[CH:14]=[CH:13][C:11](N)=[CH:10][CH:9]=2)[CH:6]=[CH:5]C=CC=1.[Cl-].[In+3].[Cl-].[Cl-], predict the reaction product. The product is: [NH:7]1[C:8]2[C:9](=[CH:10][CH:11]=[CH:13][CH:14]=2)[CH2:5][CH2:6][CH2:1]1. (4) The product is: [CH3:17][O:18][C:19]1[CH:24]=[CH:23][N:22]=[C:21]([CH2:25][CH2:26][C:27]2[NH:36][C:30]3=[N:31][CH:32]=[C:33]([C:2]4[CH:7]=[CH:6][C:5]([S:8]([NH2:11])(=[O:10])=[O:9])=[CH:4][CH:3]=4)[CH:34]=[C:29]3[N:28]=2)[CH:20]=1. Given the reactants Br[C:2]1[CH:7]=[CH:6][C:5]([S:8]([NH2:11])(=[O:10])=[O:9])=[CH:4][CH:3]=1.C([O-])(=O)C.[K+].[CH3:17][O:18][C:19]1[CH:24]=[CH:23][N:22]=[C:21]([CH2:25][CH2:26][C:27]2[NH:36][C:30]3=[N:31][CH:32]=[C:33](I)[CH:34]=[C:29]3[N:28]=2)[CH:20]=1.C(=O)([O-])[O-].[K+].[K+].[Cl-].[Li+], predict the reaction product. (5) Given the reactants [Cl:1][C:2]1[CH:3]=[C:4]([C:9]2[O:13][N:12]=[CH:11][C:10]=2[CH2:14][CH2:15][C:16](OC)=[O:17])[CH:5]=[C:6]([Cl:8])[CH:7]=1.[H-].C([Al+]CC(C)C)C(C)C.Cl, predict the reaction product. The product is: [Cl:8][C:6]1[CH:5]=[C:4]([C:9]2[O:13][N:12]=[CH:11][C:10]=2[CH2:14][CH2:15][CH2:16][OH:17])[CH:3]=[C:2]([Cl:1])[CH:7]=1. (6) The product is: [F:13][C:14]1[C:19]([F:20])=[CH:18][CH:17]=[CH:16][C:15]=1[C:21]1[N:29]=[C:24]2[CH:25]=[N:26][N:27]([CH2:2][C:3]3[CH:8]=[CH:7][CH:6]=[C:5]([C:9]([F:12])([F:11])[F:10])[CH:4]=3)[CH:28]=[C:23]2[N:22]=1. Given the reactants Cl[CH2:2][C:3]1[CH:8]=[CH:7][CH:6]=[C:5]([C:9]([F:12])([F:11])[F:10])[CH:4]=1.[F:13][C:14]1[C:19]([F:20])=[CH:18][CH:17]=[CH:16][C:15]=1[C:21]1[N:29]=[C:24]2[CH:25]=[N:26][NH:27][CH:28]=[C:23]2[N:22]=1, predict the reaction product.